The task is: Predict the product of the given reaction.. This data is from Forward reaction prediction with 1.9M reactions from USPTO patents (1976-2016). (1) The product is: [C:35]1([CH3:36])[CH:37]=[CH:38][C:32]([S:29]([OH:9])(=[O:31])=[O:30])=[CH:33][CH:34]=1. Given the reactants ClC1C=CC([C@H]2[C@H](O)[C@@H](O)[C@H](O)[C@@H](CO)[O:9]2)=CC=1CC1C=CC(OCC)=CC=1.[S:29](Cl)([C:32]1[CH:38]=[CH:37][C:35]([CH3:36])=[CH:34][CH:33]=1)(=[O:31])=[O:30], predict the reaction product. (2) Given the reactants [CH3:1][O:2][CH2:3][CH2:4][NH:5][C:6]([C:8]1[S:9][C:10]([CH:13]=O)=[CH:11][CH:12]=1)=[O:7].[C:15]([C:18]1[C:19](=[O:30])[N:20]([CH3:29])[C:21]2[C:26]([C:27]=1[OH:28])=[CH:25][CH:24]=[CH:23][N:22]=2)(=[O:17])[CH3:16].N1CCCCC1, predict the reaction product. The product is: [OH:28][C:27]1[C:26]2[C:21](=[N:22][CH:23]=[CH:24][CH:25]=2)[N:20]([CH3:29])[C:19](=[O:30])[C:18]=1[C:15](=[O:17])[CH:16]=[CH:13][C:10]1[S:9][C:8]([C:6]([NH:5][CH2:4][CH2:3][O:2][CH3:1])=[O:7])=[CH:12][CH:11]=1.